Dataset: CYP1A2 inhibition data for predicting drug metabolism from PubChem BioAssay. Task: Regression/Classification. Given a drug SMILES string, predict its absorption, distribution, metabolism, or excretion properties. Task type varies by dataset: regression for continuous measurements (e.g., permeability, clearance, half-life) or binary classification for categorical outcomes (e.g., BBB penetration, CYP inhibition). Dataset: cyp1a2_veith. (1) The drug is CCSc1ccc2c(c1)N(CCCN1CCN(C)CC1)c1ccccc1S2.O=C(O)C[C@@H](O)C(=O)O.O=C(O)C[C@@H](O)C(=O)O. The result is 1 (inhibitor). (2) The molecule is COCCCn1nnnc1SCC(=O)N1CCCC1. The result is 0 (non-inhibitor). (3) The compound is CO[C@@H]1COC(=O)C/C=C\[C@@H](C)[C@H](OC)COC(=O)C/C=C\[C@H]1C. The result is 0 (non-inhibitor). (4) The compound is CC1(C)CC(=O)C=C(NCc2ccc(Cl)c(Cl)c2)C1. The result is 0 (non-inhibitor). (5) The compound is N#CC(C#N)=NNc1ccc2cn[nH]c2c1. The result is 1 (inhibitor). (6) The compound is O=C(NCNC(=O)N[C@H]1C(=O)NC(=O)N1CO)N[C@H]1C(=O)NC(=O)N1CO. The result is 0 (non-inhibitor).